Dataset: NCI-60 drug combinations with 297,098 pairs across 59 cell lines. Task: Regression. Given two drug SMILES strings and cell line genomic features, predict the synergy score measuring deviation from expected non-interaction effect. (1) Drug 1: CC1=CC2C(CCC3(C2CCC3(C(=O)C)OC(=O)C)C)C4(C1=CC(=O)CC4)C. Drug 2: C(=O)(N)NO. Cell line: SF-295. Synergy scores: CSS=-1.34, Synergy_ZIP=0.0464, Synergy_Bliss=-3.25, Synergy_Loewe=-7.03, Synergy_HSA=-5.98. (2) Drug 1: C(=O)(N)NO. Drug 2: C(CC(=O)O)C(=O)CN.Cl. Cell line: MCF7. Synergy scores: CSS=7.62, Synergy_ZIP=-2.28, Synergy_Bliss=-1.32, Synergy_Loewe=0.832, Synergy_HSA=0.938. (3) Drug 1: CC12CCC(CC1=CCC3C2CCC4(C3CC=C4C5=CN=CC=C5)C)O. Drug 2: CCCCCOC(=O)NC1=NC(=O)N(C=C1F)C2C(C(C(O2)C)O)O. Cell line: OVCAR-8. Synergy scores: CSS=2.04, Synergy_ZIP=-0.541, Synergy_Bliss=0.696, Synergy_Loewe=-4.83, Synergy_HSA=-0.501. (4) Drug 1: CS(=O)(=O)C1=CC(=C(C=C1)C(=O)NC2=CC(=C(C=C2)Cl)C3=CC=CC=N3)Cl. Drug 2: CC1CCC2CC(C(=CC=CC=CC(CC(C(=O)C(C(C(=CC(C(=O)CC(OC(=O)C3CCCCN3C(=O)C(=O)C1(O2)O)C(C)CC4CCC(C(C4)OC)OCCO)C)C)O)OC)C)C)C)OC. Cell line: A549. Synergy scores: CSS=44.8, Synergy_ZIP=3.16, Synergy_Bliss=4.55, Synergy_Loewe=-1.68, Synergy_HSA=6.11. (5) Drug 1: C1=CC(=CC=C1CCCC(=O)O)N(CCCl)CCCl. Drug 2: C1C(C(OC1N2C=C(C(=O)NC2=O)F)CO)O. Cell line: RPMI-8226. Synergy scores: CSS=49.5, Synergy_ZIP=-1.57, Synergy_Bliss=-1.25, Synergy_Loewe=5.23, Synergy_HSA=6.15.